Dataset: Full USPTO retrosynthesis dataset with 1.9M reactions from patents (1976-2016). Task: Predict the reactants needed to synthesize the given product. (1) Given the product [CH:1]1([C:4]2[O:5][C:6]3[C:7](=[C:9]([C:26]#[N:27])[C:10]([CH3:25])=[C:11]([C:19]4[CH:24]=[CH:23][CH:22]=[CH:21][CH:20]=4)[C:12]=3[CH:13]3[CH2:17][CH2:16][C:15](=[O:18])[CH2:14]3)[N:8]=2)[CH2:2][CH2:3]1, predict the reactants needed to synthesize it. The reactants are: [CH:1]1([C:4]2[O:5][C:6]3[C:7](=[C:9]([C:26]#[N:27])[C:10]([CH3:25])=[C:11]([C:19]4[CH:24]=[CH:23][CH:22]=[CH:21][CH:20]=4)[C:12]=3[C@H:13]3[CH2:17][CH2:16][C@@H:15]([OH:18])[CH2:14]3)[N:8]=2)[CH2:3][CH2:2]1.CC(OI1(OC(C)=O)(OC(C)=O)OC(=O)C2C=CC=CC1=2)=O.S([O-])([O-])(=O)=S.[Na+].[Na+].C(=O)([O-])O.[Na+]. (2) Given the product [C:2]([CH2:4][C:5]1[CH:6]=[CH:7][C:8]([CH2:9][C:10]2([CH2:16][NH:17][C@@H:24]3[CH2:26][C@H:25]3[C:27]3[CH:28]=[CH:29][CH:30]=[CH:31][CH:32]=3)[CH2:15][CH2:14][N:13]([CH2:44][CH2:43][C:42]([OH:46])=[O:45])[CH2:12][CH2:11]2)=[CH:33][CH:34]=1)#[N:3], predict the reactants needed to synthesize it. The reactants are: Cl.[C:2]([CH2:4][C:5]1[CH:34]=[CH:33][C:8]([CH2:9][C:10]2([CH2:16][N:17]([C@@H:24]3[CH2:26][C@H:25]3[C:27]3[CH:32]=[CH:31][CH:30]=[CH:29][CH:28]=3)C(=O)C(F)(F)F)[CH2:15][CH2:14][NH:13][CH2:12][CH2:11]2)=[CH:7][CH:6]=1)#[N:3].C(N(CC)CC)C.[C:42]([O:46]C)(=[O:45])[CH:43]=[CH2:44]. (3) Given the product [CH3:26][C:27]1([CH3:35])[O:31][C@@H:30]([CH2:32][O:33][NH:34][C:19]([C:11]2[O:12][C:13]3[N:14]=[CH:15][N:16]=[CH:17][C:18]=3[C:10]=2[NH:9][C:3]2[CH:4]=[CH:5][C:6]([I:8])=[CH:7][C:2]=2[F:1])=[O:21])[CH2:29][O:28]1, predict the reactants needed to synthesize it. The reactants are: [F:1][C:2]1[CH:7]=[C:6]([I:8])[CH:5]=[CH:4][C:3]=1[NH:9][C:10]1[C:18]2[CH:17]=[N:16][CH:15]=[N:14][C:13]=2[O:12][C:11]=1[C:19]([O:21]CC)=O.[OH-].[Na+].[CH3:26][C:27]1([CH3:35])[O:31][C@@H:30]([CH2:32][O:33][NH2:34])[CH2:29][O:28]1.C1C=CC2N(O)N=NC=2C=1.CCN(C(C)C)C(C)C. (4) Given the product [O:17]=[C:10]1[C:11]2([CH2:12][CH2:13][N:14]([C:25]([O:27][CH2:28][C:29]3[CH:34]=[CH:33][CH:32]=[CH:31][CH:30]=3)=[O:26])[CH2:15][CH2:16]2)[N:7]([C:1]2[CH:2]=[CH:3][CH:4]=[CH:5][CH:6]=2)[CH2:8][NH:9]1, predict the reactants needed to synthesize it. The reactants are: [C:1]1([N:7]2[C:11]3([CH2:16][CH2:15][NH:14][CH2:13][CH2:12]3)[C:10](=[O:17])[NH:9][CH2:8]2)[CH:6]=[CH:5][CH:4]=[CH:3][CH:2]=1.N1C=CC=CC=1.Cl[C:25]([O:27][CH2:28][C:29]1[CH:34]=[CH:33][CH:32]=[CH:31][CH:30]=1)=[O:26]. (5) The reactants are: [CH3:1][O:2][C:3]1[CH:8]=[CH:7][C:6]([C:9]2[N:10]=[C:11]([CH3:24])[S:12][C:13]=2[C:14]2[CH:19]=[CH:18][C:17]([C:20]([F:23])([F:22])[F:21])=[CH:16][CH:15]=2)=[CH:5][CH:4]=1.[Br:25]N1C(=O)CCC1=O.N(C(C)(C)C#N)=NC(C)(C)C#N. Given the product [Br:25][CH2:24][C:11]1[S:12][C:13]([C:14]2[CH:19]=[CH:18][C:17]([C:20]([F:23])([F:21])[F:22])=[CH:16][CH:15]=2)=[C:9]([C:6]2[CH:7]=[CH:8][C:3]([O:2][CH3:1])=[CH:4][CH:5]=2)[N:10]=1, predict the reactants needed to synthesize it. (6) Given the product [CH3:29][C:5]([O:7][C:8]1[CH:9]=[CH:10][C:11]([O:14][CH2:15][CH2:16][C:17]2[N:18]=[C:19]([C:23]3[CH:24]=[CH:25][CH:26]=[CH:27][CH:28]=3)[O:20][C:21]=2[CH3:22])=[CH:12][CH:13]=1)([CH3:6])[C:4]([OH:30])=[O:3], predict the reactants needed to synthesize it. The reactants are: C([O:3][C:4](=[O:30])[C:5]([CH3:29])([O:7][C:8]1[CH:13]=[CH:12][C:11]([O:14][CH2:15][CH2:16][C:17]2[N:18]=[C:19]([C:23]3[CH:28]=[CH:27][CH:26]=[CH:25][CH:24]=3)[O:20][C:21]=2[CH3:22])=[CH:10][CH:9]=1)[CH3:6])C.[OH-].[Na+]. (7) Given the product [CH3:30][CH:31]1[CH2:36][CH:35]([CH:37]2[CH2:46][CH2:45][C:40]3([O:44][CH2:43][CH2:42][O:41]3)[CH2:39][CH2:38]2)[CH2:34][CH2:33]/[C:32]/1=[CH:3]/[CH2:2][CH3:7], predict the reactants needed to synthesize it. The reactants are: [Br-].[C:2]1([P+](C2C=CC=CC=2)(C2C=CC=CC=2)CCC)[CH:7]=CC=C[CH:3]=1.CC(C)([O-])C.[K+].[CH3:30][CH:31]1[CH2:36][CH:35]([CH:37]2[CH2:46][CH2:45][C:40]3([O:44][CH2:43][CH2:42][O:41]3)[CH2:39][CH2:38]2)[CH2:34][CH2:33][C:32]1=O.